This data is from Full USPTO retrosynthesis dataset with 1.9M reactions from patents (1976-2016). The task is: Predict the reactants needed to synthesize the given product. (1) The reactants are: Cl.[NH2:2][C@@H:3]([CH2:33][CH3:34])[C:4]([NH:6][C@H:7]1[CH2:13][O:12][C:11]2[CH:14]=[CH:15][CH:16]=[CH:17][C:10]=2[N:9]([CH2:18][C:19]2[C:28]3[C:23](=[CH:24][C:25]([Br:29])=[CH:26][CH:27]=3)[CH:22]=[CH:21][C:20]=2[O:30][CH3:31])[C:8]1=[O:32])=[O:5]. Given the product [NH2:2][C@@H:3]([CH2:33][CH3:34])[C:4]([NH:6][C@H:7]1[CH2:13][O:12][C:11]2[CH:14]=[CH:15][CH:16]=[CH:17][C:10]=2[N:9]([CH2:18][C:19]2[C:28]3[C:23](=[CH:24][C:25]([Br:29])=[CH:26][CH:27]=3)[CH:22]=[CH:21][C:20]=2[O:30][CH3:31])[C:8]1=[O:32])=[O:5], predict the reactants needed to synthesize it. (2) Given the product [CH3:9][C:6]1([CH3:8])[CH2:7][C:2]([CH3:12])([CH3:1])[CH2:3][CH:4]([CH:10]([OH:11])[CH3:13])[CH2:5]1, predict the reactants needed to synthesize it. The reactants are: [CH3:1][C:2]1([CH3:12])[CH2:7][C:6]([CH3:9])([CH3:8])[CH2:5][CH:4]([CH:10]=[O:11])[CH2:3]1.[CH3:13][Mg]Br.